This data is from Forward reaction prediction with 1.9M reactions from USPTO patents (1976-2016). The task is: Predict the product of the given reaction. Given the reactants Br[C:2]1[CH:3]=[N:4][CH:5]=[C:6]([C:8]2[CH:13]=[CH:12][C:11]([O:14][C:15]([F:18])([F:17])[F:16])=[CH:10][CH:9]=2)[CH:7]=1.[CH:19]([C:21]1[CH:26]=[CH:25][C:24](B(O)O)=[CH:23][CH:22]=1)=[O:20], predict the reaction product. The product is: [F:16][C:15]([F:18])([F:17])[O:14][C:11]1[CH:12]=[CH:13][C:8]([C:6]2[CH:7]=[C:2]([C:24]3[CH:25]=[CH:26][C:21]([CH:19]=[O:20])=[CH:22][CH:23]=3)[CH:3]=[N:4][CH:5]=2)=[CH:9][CH:10]=1.